This data is from Full USPTO retrosynthesis dataset with 1.9M reactions from patents (1976-2016). The task is: Predict the reactants needed to synthesize the given product. (1) Given the product [OH:66][C@H:41](/[CH:42]=[CH:43]/[CH2:44][CH2:45][S:46][C:47]([C:60]1[CH:65]=[CH:64][CH:63]=[CH:62][CH:61]=1)([C:54]1[CH:55]=[CH:56][CH:57]=[CH:58][CH:59]=1)[C:48]1[CH:53]=[CH:52][CH:51]=[CH:50][CH:49]=1)[CH2:40][C:39]([NH:38][CH2:37][C:36]([NH:35][C@H:13]([CH2:14][S:15][C:16]([C:17]1[CH:18]=[CH:19][CH:20]=[CH:21][CH:22]=1)([C:23]1[CH:24]=[CH:25][CH:26]=[CH:27][CH:28]=1)[C:29]1[CH:34]=[CH:33][CH:32]=[CH:31][CH:30]=1)[C:12]([NH:11][C:8]1([C:6]([NH:5][CH2:4][C:3]([OH:70])=[O:2])=[O:7])[CH2:10][CH2:9]1)=[O:69])=[O:68])=[O:67], predict the reactants needed to synthesize it. The reactants are: C[O:2][C:3](=[O:70])[CH2:4][NH:5][C:6]([C:8]1([NH:11][C:12](=[O:69])[C@H:13]([NH:35][C:36](=[O:68])[CH2:37][NH:38][C:39](=[O:67])[CH2:40][C@H:41]([OH:66])/[CH:42]=[CH:43]/[CH2:44][CH2:45][S:46][C:47]([C:60]2[CH:65]=[CH:64][CH:63]=[CH:62][CH:61]=2)([C:54]2[CH:59]=[CH:58][CH:57]=[CH:56][CH:55]=2)[C:48]2[CH:53]=[CH:52][CH:51]=[CH:50][CH:49]=2)[CH2:14][S:15][C:16]([C:29]2[CH:34]=[CH:33][CH:32]=[CH:31][CH:30]=2)([C:23]2[CH:28]=[CH:27][CH:26]=[CH:25][CH:24]=2)[C:17]2[CH:22]=[CH:21][CH:20]=[CH:19][CH:18]=2)[CH2:10][CH2:9]1)=[O:7].[Li+].[OH-]. (2) Given the product [C:21]1([CH:20]([C:27]2[CH:32]=[CH:31][CH:30]=[CH:29][CH:28]=2)[CH2:19][NH:18][C:16]2[C:15]3[C:10](=[CH:11][CH:12]=[CH:13][CH:14]=3)[N:9]=[C:8]([C:5]3[CH:4]=[N:3][C:2]4[N:7]([CH:34]=[CH:35][N:1]=4)[CH:6]=3)[N:17]=2)[CH:22]=[CH:23][CH:24]=[CH:25][CH:26]=1, predict the reactants needed to synthesize it. The reactants are: [NH2:1][C:2]1[N:7]=[CH:6][C:5]([C:8]2[N:17]=[C:16]([NH:18][CH2:19][CH:20]([C:27]3[CH:32]=[CH:31][CH:30]=[CH:29][CH:28]=3)[C:21]3[CH:26]=[CH:25][CH:24]=[CH:23][CH:22]=3)[C:15]3[C:10](=[CH:11][CH:12]=[CH:13][CH:14]=3)[N:9]=2)=[CH:4][N:3]=1.Cl[CH2:34][CH:35]=O. (3) The reactants are: [CH3:1][N:2]([CH3:23])[CH2:3][CH2:4][N:5]1[CH2:10][CH2:9][S:8][C:7]2[CH:11]=[C:12]([NH:15][C:16]([C:18]3[O:19][CH:20]=[CH:21][CH:22]=3)=[NH:17])[CH:13]=[CH:14][C:6]1=2.[ClH:24].CCOCC. Given the product [ClH:24].[ClH:24].[CH3:1][N:2]([CH3:23])[CH2:3][CH2:4][N:5]1[CH2:10][CH2:9][S:8][C:7]2[CH:11]=[C:12]([NH:15][C:16]([C:18]3[O:19][CH:20]=[CH:21][CH:22]=3)=[NH:17])[CH:13]=[CH:14][C:6]1=2, predict the reactants needed to synthesize it. (4) Given the product [NH2:23][C:4]1[C:3]([F:16])=[C:2]([NH2:1])[C:11]([N+:12]([O-:14])=[O:13])=[CH:10][C:5]=1[C:6]([O:8][CH3:9])=[O:7], predict the reactants needed to synthesize it. The reactants are: [NH2:1][C:2]1[C:11]([N+:12]([O-:14])=[O:13])=[CH:10][C:5]([C:6]([O:8][CH3:9])=[O:7])=[C:4](F)[C:3]=1[F:16].O1CCOCC1.[NH3:23]. (5) Given the product [CH3:29][N:30]([CH3:49])[CH2:31][CH2:32][O:33][C:34]1[CH:35]=[C:36]([C:2]2[C:10]3[C:5](=[N:6][CH:7]=[C:8]([NH:11][C:12](=[O:28])[C:13]4[C:18]([F:19])=[CH:17][CH:16]=[C:15]([NH:20][S:21]([CH2:24][CH2:25][CH3:26])(=[O:23])=[O:22])[C:14]=4[F:27])[CH:9]=3)[NH:4][N:3]=2)[CH:37]=[CH:38][CH:39]=1, predict the reactants needed to synthesize it. The reactants are: Br[C:2]1[C:10]2[C:5](=[N:6][CH:7]=[C:8]([NH:11][C:12](=[O:28])[C:13]3[C:18]([F:19])=[CH:17][CH:16]=[C:15]([NH:20][S:21]([CH2:24][CH2:25][CH3:26])(=[O:23])=[O:22])[C:14]=3[F:27])[CH:9]=2)[NH:4][N:3]=1.[CH3:29][N:30]([CH3:49])[CH2:31][CH2:32][O:33][C:34]1[CH:39]=[CH:38][CH:37]=[C:36](B2OC(C)(C)C(C)(C)O2)[CH:35]=1.C([O-])([O-])=O.[K+].[K+]. (6) Given the product [Cl:1][C:2]1[N:7]=[C:6]([O:8][CH3:9])[C:5]([CH2:10][OH:11])=[CH:4][N:3]=1, predict the reactants needed to synthesize it. The reactants are: [Cl:1][C:2]1[N:7]=[C:6]([O:8][CH3:9])[C:5]([C:10](OCC)=[O:11])=[CH:4][N:3]=1.ClC1C(C(OCC)=O)=CN=C(OC)N=1.CC(C[AlH]CC(C)C)C. (7) The reactants are: C(OC(N1CC[CH:14]([CH:17]([O:20][C:21]2[CH:43]=[CH:42][C:24]3[C:25]4[N:29]([CH2:30][CH2:31][O:32][C:23]=3[CH:22]=2)[CH:28]=[C:27]([C:33]2[N:34]([CH:39]([CH3:41])[CH3:40])[N:35]=[C:36]([CH3:38])[N:37]=2)[N:26]=4)CC)CC1)=O)C1C=CC=CC=1.OC([C:47]1[CH:48]=[C:49]([CH:52]=[CH:53][CH:54]=1)[C:50]#[N:51])C.C1(P(C2C=CC=CC=2)C2C=CC=CC=2)C=CC=CC=1.CC(OC(/N=N/C(OC(C)C)=O)=O)C. Given the product [CH:39]([N:34]1[C:33]([C:27]2[N:26]=[C:25]3[C:24]4[CH:42]=[CH:43][C:21]([O:20][CH:17]([C:47]5[CH:48]=[C:49]([CH:52]=[CH:53][CH:54]=5)[C:50]#[N:51])[CH3:14])=[CH:22][C:23]=4[O:32][CH2:31][CH2:30][N:29]3[CH:28]=2)=[N:37][C:36]([CH3:38])=[N:35]1)([CH3:41])[CH3:40], predict the reactants needed to synthesize it. (8) Given the product [Cl:1][C:2]1[CH:3]=[C:4]2[C:8](=[CH:9][CH:10]=1)[N:7]([CH2:11][C:12]([OH:14])=[O:13])[C:6](=[O:19])[C:5]12[C:23](=[O:24])[N:22]([CH2:28][CH2:29][C:30]2[CH:35]=[CH:34][CH:33]=[CH:32][C:31]=2[Cl:36])[C:21](=[O:25])[N:20]1[CH3:26], predict the reactants needed to synthesize it. The reactants are: [Cl:1][C:2]1[CH:3]=[C:4]2[C:8](=[CH:9][CH:10]=1)[N:7]([CH2:11][C:12]([O:14]C(C)(C)C)=[O:13])[C:6](=[O:19])[C:5]12[C:23](=[O:24])[NH:22][C:21](=[O:25])[N:20]1[CH3:26].Br[CH2:28][CH2:29][C:30]1[CH:35]=[CH:34][CH:33]=[CH:32][C:31]=1[Cl:36]. (9) Given the product [CH3:22][C@@H:23]1[CH2:27][CH2:26][CH2:25][N:24]1[CH2:2][CH2:3][CH2:4][O:5][C:6]1[CH:11]=[CH:10][C:9]([B:12]2[O:16][C:15]([CH3:18])([CH3:17])[C:14]([CH3:20])([CH3:19])[O:13]2)=[CH:8][CH:7]=1, predict the reactants needed to synthesize it. The reactants are: Br[CH2:2][CH2:3][CH2:4][O:5][C:6]1[CH:11]=[CH:10][C:9]([B:12]2[O:16][C:15]([CH3:18])([CH3:17])[C:14]([CH3:20])([CH3:19])[O:13]2)=[CH:8][CH:7]=1.Cl.[CH3:22][C@@H:23]1[CH2:27][CH2:26][CH2:25][NH:24]1.C([O-])([O-])=O.[K+].[K+]. (10) Given the product [Cl:23][C:15]1[CH:14]=[C:13]([C:11]2[O:10][N:9]=[C:8]([C:4]3[C:3]([CH3:24])=[C:2]([CH2:27][CH2:28][CH2:29][C:30]([O:32][CH2:33][CH3:34])=[O:31])[CH:7]=[CH:6][CH:5]=3)[N:12]=2)[CH:18]=[CH:17][C:16]=1[O:19][CH:20]([CH3:22])[CH3:21], predict the reactants needed to synthesize it. The reactants are: Br[C:2]1[C:3]([CH3:24])=[C:4]([C:8]2[N:12]=[C:11]([C:13]3[CH:18]=[CH:17][C:16]([O:19][CH:20]([CH3:22])[CH3:21])=[C:15]([Cl:23])[CH:14]=3)[O:10][N:9]=2)[CH:5]=[CH:6][CH:7]=1.Br[Zn][CH2:27][CH2:28][CH2:29][C:30]([O:32][CH2:33][CH3:34])=[O:31].